Dataset: Full USPTO retrosynthesis dataset with 1.9M reactions from patents (1976-2016). Task: Predict the reactants needed to synthesize the given product. (1) Given the product [NH2:1][C:2]1[N:7]=[CH:6][N:5]=[C:4]2[N:8]([C@@H:24]3[CH2:29][CH2:28][CH2:27][N:26]([C:30](=[O:33])[CH2:31][CH2:32][N:59]4[CH2:60][CH2:61][CH2:62][C@H:57]([N:49]5[C:50]6=[N:51][CH:52]=[N:53][C:54]([NH2:56])=[C:55]6[C:47]([C:44]6[CH:45]=[CH:46][C:41]([O:34][C:35]7[CH:40]=[CH:39][CH:38]=[CH:37][CH:36]=7)=[CH:42][CH:43]=6)=[N:48]5)[CH2:58]4)[CH2:25]3)[N:9]=[C:10]([C:11]3[CH:16]=[CH:15][C:14]([O:17][C:18]4[CH:19]=[CH:20][CH:21]=[CH:22][CH:23]=4)=[CH:13][CH:12]=3)[C:3]=12, predict the reactants needed to synthesize it. The reactants are: [NH2:1][C:2]1[N:7]=[CH:6][N:5]=[C:4]2[N:8]([CH:24]3[CH2:29][CH2:28][CH2:27][N:26]([C:30](=[O:33])[CH:31]=[CH2:32])[CH2:25]3)[N:9]=[C:10]([C:11]3[CH:16]=[CH:15][C:14]([O:17][C:18]4[CH:23]=[CH:22][CH:21]=[CH:20][CH:19]=4)=[CH:13][CH:12]=3)[C:3]=12.[O:34]([C:41]1[CH:46]=[CH:45][C:44]([C:47]2[C:55]3[C:50](=[N:51][CH:52]=[N:53][C:54]=3[NH2:56])[N:49]([C@@H:57]3[CH2:62][CH2:61][CH2:60][NH:59][CH2:58]3)[N:48]=2)=[CH:43][CH:42]=1)[C:35]1[CH:40]=[CH:39][CH:38]=[CH:37][CH:36]=1.CCN(C(C)C)C(C)C.CC(C)=O.CO. (2) Given the product [C:1]([CH2:20][CH2:21][CH2:54][CH2:55][O:56][C:57](=[O:58])[NH:25][C@H:26]([C@H:27]([OH:46])[CH2:28][N:29]([CH2:42][CH:43]([CH3:44])[CH3:45])[S:30]([C:33]1[CH:34]=[CH:35][C:36]([N+:39]([O-:41])=[O:40])=[CH:37][CH:38]=1)(=[O:31])=[O:32])[CH2:47][C:48]1[CH:49]=[CH:50][CH:51]=[CH:52][CH:53]=1)([CH3:4])([CH3:3])[CH3:2], predict the reactants needed to synthesize it. The reactants are: [C:1](OC(=O)CCCO)([CH3:4])([CH3:3])[CH3:2].C1N=CN(C(N2C=N[CH:21]=[CH:20]2)=O)C=1.Cl.[NH2:25][C@@H:26]([CH2:47][C:48]1[CH:53]=[CH:52][CH:51]=[CH:50][CH:49]=1)[C@H:27]([OH:46])[CH2:28][N:29]([CH2:42][CH:43]([CH3:45])[CH3:44])[S:30]([C:33]1[CH:38]=[CH:37][C:36]([N+:39]([O-:41])=[O:40])=[CH:35][CH:34]=1)(=[O:32])=[O:31].[CH3:54][CH2:55][O:56][C:57](C)=[O:58]. (3) Given the product [CH2:1]1[O:9][C:8]2[CH:7]=[CH:6][C:5]([CH2:10][CH2:11][CH2:12][OH:13])=[CH:4][C:3]=2[O:2]1, predict the reactants needed to synthesize it. The reactants are: [CH2:1]1[O:9][C:8]2[CH:7]=[CH:6][C:5]([CH2:10][CH2:11][C:12](O)=[O:13])=[CH:4][C:3]=2[O:2]1.B.O1CCCC1.